The task is: Regression/Classification. Given a drug SMILES string, predict its toxicity properties. Task type varies by dataset: regression for continuous values (e.g., LD50, hERG inhibition percentage) or binary classification for toxic/non-toxic outcomes (e.g., AMES mutagenicity, cardiotoxicity, hepatotoxicity). Dataset: ld50_zhu.. This data is from Acute oral toxicity (LD50) regression data from Zhu et al.. (1) The molecule is O=c1[nH]c(Cl)c(Cl)cc1Cl. The rat oral LD50 is 2.40, given as -log10 of the dose in mol/kg body weight (higher means more acutely toxic). (2) The molecule is O=[N+]([O-])c1c(Cl)cc2[nH]c(C(F)(F)F)nc2c1Cl. The rat oral LD50 is 3.92, given as -log10 of the dose in mol/kg body weight (higher means more acutely toxic). (3) The drug is FC(F)(Cl)C(F)(Cl)Cl. The rat oral LD50 is 0.639, given as -log10 of the dose in mol/kg body weight (higher means more acutely toxic). (4) The compound is O=P1(N(CCCl)CCCl)OCCCN1CCCl. The rat oral LD50 is 3.21, given as -log10 of the dose in mol/kg body weight (higher means more acutely toxic). (5) The molecule is O=S(=O)(Cl)CCCl. The rat oral LD50 is 2.83, given as -log10 of the dose in mol/kg body weight (higher means more acutely toxic). (6) The molecule is C=C(C)CCl. The rat oral LD50 is 2.03, given as -log10 of the dose in mol/kg body weight (higher means more acutely toxic). (7) The drug is O=C(Nc1nc2ccc([N+](=O)[O-])cc2s1)c1ccc([N+](=O)[O-])cc1. The rat oral LD50 is 2.36, given as -log10 of the dose in mol/kg body weight (higher means more acutely toxic). (8) The molecule is CCCCC1C(=O)N(c2ccccc2)N(c2ccccc2)C1=O. The rat oral LD50 is 3.10, given as -log10 of the dose in mol/kg body weight (higher means more acutely toxic). (9) The molecule is CCOC(=O)CN(C)N=O. The rat oral LD50 is 1.56, given as -log10 of the dose in mol/kg body weight (higher means more acutely toxic).